From a dataset of Catalyst prediction with 721,799 reactions and 888 catalyst types from USPTO. Predict which catalyst facilitates the given reaction. (1) Reactant: [S:1]([Cl:5])(Cl)(=[O:3])=[O:2].[CH3:6][C@H:7]1[O:12][C@@H:11]([CH3:13])[CH2:10][NH:9][CH2:8]1. Product: [CH3:13][C@H:11]1[O:12][C@@H:7]([CH3:6])[CH2:8][N:9]([S:1]([Cl:5])(=[O:3])=[O:2])[CH2:10]1. The catalyst class is: 143. (2) Reactant: [Si:1]([O:8][CH2:9][C@@H:10]([N:16]([CH3:29])[C:17]([NH:19][CH2:20][C:21]1[CH:26]=[CH:25][CH:24]=[C:23]([F:27])[C:22]=1[Cl:28])=[O:18])[CH2:11][C@@H:12]([OH:15])[CH2:13][OH:14])([C:4]([CH3:7])([CH3:6])[CH3:5])([CH3:3])[CH3:2].CO[C:32](OC)([CH3:34])[CH3:33].CC1C=CC(S([O-])(=O)=O)=CC=1.C1C=C[NH+]=CC=1.C([O-])(O)=O.[Na+]. Product: [Si:1]([O:8][CH2:9][C@@H:10]([N:16]([CH3:29])[C:17]([NH:19][CH2:20][C:21]1[CH:26]=[CH:25][CH:24]=[C:23]([F:27])[C:22]=1[Cl:28])=[O:18])[CH2:11][C@@H:12]1[CH2:13][O:14][C:32]([CH3:34])([CH3:33])[O:15]1)([C:4]([CH3:5])([CH3:7])[CH3:6])([CH3:2])[CH3:3]. The catalyst class is: 3. (3) Reactant: [NH2:1][C:2]1[CH:10]=[CH:9][C:8]([C:11]2[NH:12][C:13]3[C:18]([CH:19]=2)=[CH:17][C:16]([O:20][CH3:21])=[CH:15][CH:14]=3)=[C:7]2[C:3]=1[CH2:4][NH:5][C:6]2=[O:22].[CH3:23][C:24](OC(C)=O)=[O:25]. Product: [CH3:21][O:20][C:16]1[CH:17]=[C:18]2[C:13](=[CH:14][CH:15]=1)[NH:12][C:11]([C:8]1[CH:9]=[CH:10][C:2]([NH:1][C:24](=[O:25])[CH3:23])=[C:3]3[C:7]=1[C:6](=[O:22])[NH:5][CH2:4]3)=[CH:19]2. The catalyst class is: 59.